From a dataset of Peptide-MHC class I binding affinity with 185,985 pairs from IEDB/IMGT. Regression. Given a peptide amino acid sequence and an MHC pseudo amino acid sequence, predict their binding affinity value. This is MHC class I binding data. (1) The peptide sequence is QARQMVQAM. The MHC is HLA-B35:01 with pseudo-sequence HLA-B35:01. The binding affinity (normalized) is 0.642. (2) The peptide sequence is SLFLPAILGV. The MHC is HLA-A02:02 with pseudo-sequence HLA-A02:02. The binding affinity (normalized) is 1.00. (3) The peptide sequence is LLKLWIDKV. The MHC is HLA-A11:01 with pseudo-sequence HLA-A11:01. The binding affinity (normalized) is 0.0847. (4) The peptide sequence is TMPKTSRPTA. The MHC is Mamu-A11 with pseudo-sequence Mamu-A11. The binding affinity (normalized) is 0. (5) The peptide sequence is KCNPNLHYW. The MHC is HLA-A25:01 with pseudo-sequence HLA-A25:01. The binding affinity (normalized) is 0.0847. (6) The peptide sequence is PHAATIRVL. The MHC is HLA-B27:05 with pseudo-sequence HLA-B27:05. The binding affinity (normalized) is 0.0847.